The task is: Predict the product of the given reaction.. This data is from Forward reaction prediction with 1.9M reactions from USPTO patents (1976-2016). (1) Given the reactants [CH3:1][C:2]1[C:3]([CH2:8][N:9]([CH2:16][C:17]2[C:22]([CH3:23])=[CH:21][CH:20]=[CH:19][N:18]=2)[CH:10]2[CH2:15][CH2:14][NH:13][CH2:12][CH2:11]2)=[N:4][CH:5]=[CH:6][CH:7]=1.[CH2:24]([N:31]=[C:32]=[O:33])[C:25]1[CH:30]=[CH:29][CH:28]=[CH:27][CH:26]=1, predict the reaction product. The product is: [CH2:24]([NH:31][C:32]([N:13]1[CH2:14][CH2:15][CH:10]([N:9]([CH2:16][C:17]2[C:22]([CH3:23])=[CH:21][CH:20]=[CH:19][N:18]=2)[CH2:8][C:3]2[C:2]([CH3:1])=[CH:7][CH:6]=[CH:5][N:4]=2)[CH2:11][CH2:12]1)=[O:33])[C:25]1[CH:30]=[CH:29][CH:28]=[CH:27][CH:26]=1. (2) The product is: [CH3:3][CH:2]([CH3:4])[C:1]([S:26][C:21]1[CH:22]=[CH:23][CH:24]=[CH:25][C:20]=1[NH:19][C:17]([C:11]1([CH2:10][CH:9]([CH2:27][CH3:28])[CH2:7][CH3:8])[CH2:12][CH2:13][CH2:14][CH2:15][CH2:16]1)=[O:18])=[O:5]. Given the reactants [C:1](Cl)(=[O:5])[CH:2]([CH3:4])[CH3:3].[CH2:7]([CH:9]([CH2:27][CH3:28])[CH2:10][C:11]1([C:17]([NH:19][C:20]2[CH:25]=[CH:24][CH:23]=[CH:22][C:21]=2[SH:26])=[O:18])[CH2:16][CH2:15][CH2:14][CH2:13][CH2:12]1)[CH3:8].C(C(CC)CC1(C2SC3C=CC=CC=3N=2)CCCCC1)C, predict the reaction product.